Predict the reactants needed to synthesize the given product. From a dataset of Retrosynthesis with 50K atom-mapped reactions and 10 reaction types from USPTO. (1) Given the product CCOC(=O)c1cc(-c2ccc(C#N)cc2)n(-c2cccnc2)n1, predict the reactants needed to synthesize it. The reactants are: CCOC(=O)c1cc(-c2ccc(Br)cc2)n(-c2cccnc2)n1.N#C[O-]. (2) Given the product O=C(NCCc1ccc(F)cc1)OCc1ccccc1, predict the reactants needed to synthesize it. The reactants are: NCCc1ccc(F)cc1.O=C(Cl)OCc1ccccc1. (3) Given the product C=CCNS(=O)(=O)c1ccc(-n2nc(C(N)=O)c3c2-c2cc(NC(=O)c4ccccc4Cl)ccc2CC3)cc1, predict the reactants needed to synthesize it. The reactants are: C=CCN(C(C)=O)S(=O)(=O)c1ccc(-n2nc(C(N)=O)c3c2-c2cc(NC(=O)c4ccccc4Cl)ccc2CC3)cc1. (4) Given the product COc1ccc(C#Cc2cnc(N)nc2)cc1N, predict the reactants needed to synthesize it. The reactants are: COc1ccc(C#Cc2cnc(N)nc2)cc1[N+](=O)[O-]. (5) Given the product CCCOC(=O)CCC(=O)CN, predict the reactants needed to synthesize it. The reactants are: CCCO.NCC(=O)CCC(=O)O. (6) Given the product Clc1ccc(N2CCN(Cc3cn4cc(Cl)ccc4n3)CC2)cc1, predict the reactants needed to synthesize it. The reactants are: ClCc1cn2cc(Cl)ccc2n1.Clc1ccc(N2CCNCC2)cc1. (7) The reactants are: CC[C@H](N)C(=O)C(=O)NC1CC1.O=C(O)[C@@H]1C[C@@H](S(=O)(=O)c2ccc(N3CCOCC3)cc2Cl)CN1C(=O)C1(c2ccc(Cl)cc2)CC1. Given the product CC[C@H](NC(=O)[C@@H]1C[C@@H](S(=O)(=O)c2ccc(N3CCOCC3)cc2Cl)CN1C(=O)C1(c2ccc(Cl)cc2)CC1)C(=O)C(=O)NC1CC1, predict the reactants needed to synthesize it.